Dataset: Forward reaction prediction with 1.9M reactions from USPTO patents (1976-2016). Task: Predict the product of the given reaction. (1) Given the reactants [CH:1]([C:3]1[C:4]([O:22][CH3:23])=[C:5]([CH:19]=[CH:20][CH:21]=1)[O:6][C:7]1[CH:14]=[C:13]([C:15]([F:18])([F:17])[F:16])[CH:12]=[CH:11][C:8]=1[C:9]#[N:10])=O.CN.[C:26]([BH3-])#[N:27].[Na+].[C:30]([OH:37])(=[O:36])/[CH:31]=[CH:32]/[C:33]([OH:35])=[O:34], predict the reaction product. The product is: [C:30]([OH:37])(=[O:36])/[CH:31]=[CH:32]/[C:33]([OH:35])=[O:34].[CH3:23][O:22][C:4]1[C:3]([CH2:1][NH:27][CH3:26])=[CH:21][CH:20]=[CH:19][C:5]=1[O:6][C:7]1[CH:14]=[C:13]([C:15]([F:17])([F:16])[F:18])[CH:12]=[CH:11][C:8]=1[C:9]#[N:10]. (2) Given the reactants [ClH:1].Cl.[N:3]1[CH:8]=[CH:7][CH:6]=[CH:5][C:4]=1[N:9]([CH2:33][C:34]([O:36]CC)=[O:35])[C:10]([C:12]1[CH:32]=[CH:31][C:15]2[N:16]([CH3:30])[C:17]([CH2:19][O:20][C:21]3[CH:26]=[CH:25][C:24]([C:27](=[NH:29])[NH2:28])=[CH:23][CH:22]=3)=[N:18][C:14]=2[CH:13]=1)=[O:11].[OH-].[Na+], predict the reaction product. The product is: [ClH:1].[N:3]1[CH:8]=[CH:7][CH:6]=[CH:5][C:4]=1[N:9]([CH2:33][C:34]([OH:36])=[O:35])[C:10]([C:12]1[CH:32]=[CH:31][C:15]2[N:16]([CH3:30])[C:17]([CH2:19][O:20][C:21]3[CH:26]=[CH:25][C:24]([C:27](=[NH:28])[NH2:29])=[CH:23][CH:22]=3)=[N:18][C:14]=2[CH:13]=1)=[O:11]. (3) Given the reactants N1C=CC=CC=1[C:7]1[CH:12]=[CH:11]C=CN=1.[CH:13]1([C:16]2[NH:20][N:19]=[C:18]([N:21]3[C:25]([CH3:26])=[CH:24][CH:23]=[C:22]3[CH3:27])[CH:17]=2)[CH2:15][CH2:14]1.C(=O)([O-])[O-].[Na+].[Na+], predict the reaction product. The product is: [CH:11]1([N:20]2[C:16]([CH:13]3[CH2:15][CH2:14]3)=[CH:17][C:18]([N:21]3[C:25]([CH3:26])=[CH:24][CH:23]=[C:22]3[CH3:27])=[N:19]2)[CH2:12][CH2:7]1.